From a dataset of Reaction yield outcomes from USPTO patents with 853,638 reactions. Predict the reaction yield, written as a fraction of the theoretical maximum amount of product (1.0 means a 100% yield; for example, 0.34 means a 34% yield). The reactants are F[C:2]1[CH:3]=[C:4]2[C:9](=[CH:10][C:11]=1[N+:12]([O-:14])=[O:13])[NH:8][C:7](=[O:15])[N:6]([NH:16][S:17]([CH3:20])(=[O:19])=[O:18])[C:5]2=[O:21].[OH:22][CH2:23][CH2:24][NH:25][CH2:26][CH2:27][OH:28]. No catalyst specified. The product is [OH:22][CH2:23][CH2:24][N:25]([CH2:26][CH2:27][OH:28])[C:2]1[CH:3]=[C:4]2[C:9](=[CH:10][C:11]=1[N+:12]([O-:14])=[O:13])[NH:8][C:7](=[O:15])[N:6]([NH:16][S:17]([CH3:20])(=[O:19])=[O:18])[C:5]2=[O:21]. The yield is 0.550.